From a dataset of Forward reaction prediction with 1.9M reactions from USPTO patents (1976-2016). Predict the product of the given reaction. (1) Given the reactants [C:1]([O:5][C:6]([C:8]1[CH:9]=[C:10]([CH:40]=[CH:41][CH:42]=1)[CH2:11][N:12]1[C:16](=[O:17])[C:15]2([CH2:22][CH2:21][N:20](C(OCC3C=CC=CC=3)=O)[CH2:19][CH2:18]2)[N:14]([C:33]2[CH:38]=[CH:37][C:36]([F:39])=[CH:35][CH:34]=2)[CH2:13]1)=[O:7])([CH3:4])([CH3:3])[CH3:2], predict the reaction product. The product is: [F:39][C:36]1[CH:35]=[CH:34][C:33]([N:14]2[C:15]3([CH2:18][CH2:19][NH:20][CH2:21][CH2:22]3)[C:16](=[O:17])[N:12]([CH2:11][C:10]3[CH:9]=[C:8]([CH:42]=[CH:41][CH:40]=3)[C:6]([O:5][C:1]([CH3:2])([CH3:3])[CH3:4])=[O:7])[CH2:13]2)=[CH:38][CH:37]=1. (2) Given the reactants [CH3:1][O:2][C:3]1[CH:8]=[CH:7][C:6]([N:9]2[C:21](=O)[C:12]3=[CH:13][NH:14][C:15]4[CH:16]=[CH:17][CH:18]=[CH:19][C:20]=4[C:11]3=[N:10]2)=[CH:5][CH:4]=1.[OH-].[Na+].O=P(Cl)(Cl)[Cl:27], predict the reaction product. The product is: [Cl:27][C:21]1[N:9]([C:6]2[CH:7]=[CH:8][C:3]([O:2][CH3:1])=[CH:4][CH:5]=2)[N:10]=[C:11]2[C:20]3[CH:19]=[CH:18][CH:17]=[CH:16][C:15]=3[N:14]=[CH:13][C:12]=12. (3) Given the reactants [NH2:1][C:2]1[CH:6]=[CH:5][S:4][C:3]=1[C:7]([NH2:9])=[O:8].[CH3:10][C:11]1[C:15]([CH:16]=O)=[CH:14][NH:13][N:12]=1.Cl.O1CCOCC1.ClC1C(=O)C(C#N)=C(C#N)C(=O)C=1Cl, predict the reaction product. The product is: [CH3:10][C:11]1[NH:12][N:13]=[CH:14][C:15]=1[C:16]1[N:9]=[C:7]([OH:8])[C:3]2[S:4][CH:5]=[CH:6][C:2]=2[N:1]=1. (4) The product is: [CH2:17]([N:14]1[CH2:13][CH2:12][CH:11]([N:10]2[CH2:9][C:3]3[C:2](=[CH:7][CH:6]=[C:5]([OH:8])[CH:4]=3)[NH:1][C:24]2=[O:25])[CH2:16][CH2:15]1)[C:18]1[CH:19]=[CH:20][CH:21]=[CH:22][CH:23]=1. Given the reactants [NH2:1][C:2]1[CH:7]=[CH:6][C:5]([OH:8])=[CH:4][C:3]=1[CH2:9][NH:10][CH:11]1[CH2:16][CH2:15][N:14]([CH2:17][C:18]2[CH:23]=[CH:22][CH:21]=[CH:20][CH:19]=2)[CH2:13][CH2:12]1.[C:24](C1NC=CN=1)(C1NC=CN=1)=[O:25], predict the reaction product. (5) Given the reactants [ClH:1].[N:2]1([C:9]2[CH:14]=[CH:13][C:12]([NH:15][C:16]([C:18]3[N:19]=[C:20]([C:27]4[CH:32]=[CH:31][CH:30]=[CH:29][CH:28]=4)[O:21][C:22]=3[C:23]([F:26])([F:25])[F:24])=[O:17])=[CH:11][CH:10]=2)[CH2:8][CH2:7][CH2:6][NH:5][CH2:4][CH2:3]1.[CH3:33][C:34]1([CH3:41])[CH2:39][C:38](=[O:40])[O:37][C:35]1=[O:36], predict the reaction product. The product is: [ClH:1].[CH3:33][C:34]([CH3:41])([CH2:39][C:38](=[O:40])[N:5]1[CH2:6][CH2:7][CH2:8][N:2]([C:9]2[CH:14]=[CH:13][C:12]([NH:15][C:16]([C:18]3[N:19]=[C:20]([C:27]4[CH:32]=[CH:31][CH:30]=[CH:29][CH:28]=4)[O:21][C:22]=3[C:23]([F:26])([F:24])[F:25])=[O:17])=[CH:11][CH:10]=2)[CH2:3][CH2:4]1)[C:35]([OH:37])=[O:36]. (6) Given the reactants [CH:1]1([CH2:7][CH2:8][O:9][C:10]2[N:15]=[CH:14][C:13]([CH2:16][N:17]3[CH2:22][CH2:21][N:20]([C:23]([NH:25][C:26]4[CH:27]=[N:28][CH:29]=[CH:30][CH:31]=4)=[O:24])[CH2:19][CH2:18]3)=[CH:12][CH:11]=2)[CH2:6][CH2:5][CH2:4][CH2:3][CH2:2]1.[C:32]([OH:37])(=[O:36])[C:33]([OH:35])=[O:34], predict the reaction product. The product is: [C:32]([OH:37])(=[O:36])[C:33]([OH:35])=[O:34].[C:32]([OH:37])(=[O:36])[C:33]([OH:35])=[O:34].[CH:1]1([CH2:7][CH2:8][O:9][C:10]2[N:15]=[CH:14][C:13]([CH2:16][N:17]3[CH2:22][CH2:21][N:20]([C:23]([NH:25][C:26]4[CH:27]=[N:28][CH:29]=[CH:30][CH:31]=4)=[O:24])[CH2:19][CH2:18]3)=[CH:12][CH:11]=2)[CH2:2][CH2:3][CH2:4][CH2:5][CH2:6]1. (7) The product is: [S:7]1[C:11](/[CH:12]=[CH:15]/[C:16]([O:4][CH2:2][CH3:5])=[O:17])=[CH:10][N:9]=[CH:8]1. Given the reactants C[C:2]([CH3:5])([O-:4])C.[K+].[S:7]1[C:11]([CH:12]=O)=[CH:10][N:9]=[CH:8]1.C1C[O:17][CH2:16][CH2:15]1, predict the reaction product. (8) Given the reactants [NH2:1][C:2]1[C:7]([C:8]#[N:9])=[C:6]([CH:10]2[CH2:15][CH2:14][CH2:13][N:12]([C:16]([O:18][C:19]([CH3:22])([CH3:21])[CH3:20])=[O:17])[CH2:11]2)[CH:5]=[C:4]([C:23]2[C:28]([O:29]CC3C=CC=CC=3)=[CH:27][CH:26]=[CH:25][C:24]=2[O:37]CC2C=CC=CC=2)[N:3]=1.C(O)(=O)C, predict the reaction product. The product is: [NH2:1][C:2]1[C:7]([C:8]#[N:9])=[C:6]([CH:10]2[CH2:15][CH2:14][CH2:13][N:12]([C:16]([O:18][C:19]([CH3:22])([CH3:21])[CH3:20])=[O:17])[CH2:11]2)[CH:5]=[C:4]([C:23]2[C:28]([OH:29])=[CH:27][CH:26]=[CH:25][C:24]=2[OH:37])[N:3]=1. (9) Given the reactants [NH2:1][C:2]1[C:11]([C:12]([O:14][CH3:15])=[O:13])=[C:10]2[C:5]([CH:6]3[CH2:16][CH:7]3[CH2:8][O:9]2)=[CH:4][CH:3]=1.[F:17][C:18]1[CH:23]=[CH:22][C:21]([S:24](Cl)(=[O:26])=[O:25])=[C:20]([N+:28]([O-:30])=[O:29])[CH:19]=1.N1C=CC=CC=1, predict the reaction product. The product is: [F:17][C:18]1[CH:23]=[CH:22][C:21]([S:24]([NH:1][C:2]2[C:11]([C:12]([O:14][CH3:15])=[O:13])=[C:10]3[C:5]([CH:6]4[CH2:16][CH:7]4[CH2:8][O:9]3)=[CH:4][CH:3]=2)(=[O:26])=[O:25])=[C:20]([N+:28]([O-:30])=[O:29])[CH:19]=1. (10) Given the reactants Br[C:2]1[CH:7]=[CH:6][C:5]([NH:8][C:9]([C:11]2[CH:12]=[CH:13][C:14]3[O:19][CH2:18][CH2:17][N:16]([S:20]([C:23]4[CH:28]=[C:27]([Cl:29])[CH:26]=[CH:25][C:24]=4[O:30][CH3:31])(=[O:22])=[O:21])[C:15]=3[CH:32]=2)=[O:10])=[CH:4][C:3]=1[C:33]#[N:34].C(N([CH2:40][CH3:41])CC)C.[C:42]([O:45][CH2:46]C)(=[O:44])C, predict the reaction product. The product is: [CH2:46]([O:45][C:42](=[O:44])[C:2]1[CH:7]=[CH:6][C:5]([NH:8][C:9]([C:11]2[CH:12]=[CH:13][C:14]3[O:19][CH2:18][CH2:17][N:16]([S:20]([C:23]4[CH:28]=[C:27]([Cl:29])[CH:26]=[CH:25][C:24]=4[O:30][CH3:31])(=[O:21])=[O:22])[C:15]=3[CH:32]=2)=[O:10])=[CH:4][C:3]=1[C:33]#[N:34])[CH2:40][CH3:41].